This data is from Cav3 T-type calcium channel HTS with 100,875 compounds. The task is: Binary Classification. Given a drug SMILES string, predict its activity (active/inactive) in a high-throughput screening assay against a specified biological target. (1) The drug is S(=O)(=O)(NC1CCCCC1)c1ccc(S(=O)(=O)N2CCN(CC2)C(=O)c2occc2)cc1. The result is 0 (inactive). (2) The compound is O=C(NC1CCCCC1)C(N(c1ccccc1)C(=O)CNC(=O)c1occc1)c1ccncc1. The result is 0 (inactive). (3) The drug is Brc1cc(F)c(NC(=O)c2ccncc2)cc1. The result is 0 (inactive). (4) The molecule is Clc1cc(NC(=O)N2CCN(CC2)C(OCC)=O)ccc1. The result is 0 (inactive). (5) The compound is Clc1ccc(C(=O)CSc2n(c(nn2)c2c(occ2)C)C)cc1. The result is 0 (inactive). (6) The drug is o1nc(nc1CCC(=O)Nc1cc(ccc1)C#N)c1ccc(cc1)C. The result is 1 (active).